Predict the reaction yield, written as a fraction of the theoretical maximum amount of product (1.0 means a 100% yield; for example, 0.34 means a 34% yield). From a dataset of Reaction yield outcomes from USPTO patents with 853,638 reactions. The reactants are [Br:1][C:2]1[CH:3]=[N:4][N:5]([C:7]2[C:8]([NH:13]C(=O)C(C)(C)C)=[N:9][CH:10]=[CH:11][CH:12]=2)[CH:6]=1.Cl.[OH-].[Na+]. No catalyst specified. The product is [Br:1][C:2]1[CH:3]=[N:4][N:5]([C:7]2[C:8]([NH2:13])=[N:9][CH:10]=[CH:11][CH:12]=2)[CH:6]=1. The yield is 0.720.